From a dataset of Forward reaction prediction with 1.9M reactions from USPTO patents (1976-2016). Predict the product of the given reaction. (1) Given the reactants [F:1][C:2]([F:7])([F:6])[C:3]([OH:5])=[O:4].[CH3:8][P:9]([O:12][CH2:13][CH:14]1[CH2:17][N:16](C(OC(C)(C)C)=O)[CH2:15]1)([CH3:11])=[O:10], predict the reaction product. The product is: [OH:5][C:3]([C:2]([F:7])([F:6])[F:1])=[O:4].[CH3:8][P:9]([CH3:11])(=[O:10])[O:12][CH2:13][CH:14]1[CH2:17][NH:16][CH2:15]1. (2) The product is: [CH2:1]([O:20][C:16]1[CH:17]=[CH:18][CH:19]=[C:12]([Br:11])[C:13]=1[CH:14]=[O:15])[C:2]1[CH:7]=[CH:6][CH:5]=[CH:4][CH:3]=1. Given the reactants [CH2:1](Br)[C:2]1[CH:7]=[CH:6][CH:5]=[CH:4][CH:3]=1.[OH-].[K+].[Br:11][C:12]1[CH:19]=[CH:18][CH:17]=[C:16]([OH:20])[C:13]=1[CH:14]=[O:15], predict the reaction product. (3) Given the reactants C([O:4][CH2:5][C@@H:6]1[C@@H:11]([O:12]C(=O)C)[C@H:10]([O:16]C(=O)C)[C@H:9]([F:20])[C@@H:8]([O:21][C:22]2[CH:27]=[CH:26][C:25]([Br:28])=[CH:24][C:23]=2[CH3:29])[O:7]1)(=O)C.C[O-].[Na+], predict the reaction product. The product is: [Br:28][C:25]1[CH:26]=[CH:27][C:22]([O:21][C@H:8]2[O:7][C@H:6]([CH2:5][OH:4])[C@@H:11]([OH:12])[C@H:10]([OH:16])[C@@H:9]2[F:20])=[C:23]([CH3:29])[CH:24]=1. (4) Given the reactants ClC(Cl)([O:4][C:5](=O)[O:6]C(Cl)(Cl)Cl)Cl.[Cl:13][C:14]1[CH:15]=[C:16]([C:21]2([C:34]([F:37])([F:36])[F:35])[O:25][N:24]=[C:23]([C:26]3[CH:27]=[CH:28][C:29]([Cl:33])=[C:30]([CH:32]=3)[NH2:31])[CH2:22]2)[CH:17]=[C:18]([Cl:20])[CH:19]=1.O1CCCC1.[C:43]1([CH3:49])[CH:48]=CC=C[CH:44]=1, predict the reaction product. The product is: [Cl:33][C:29]1[CH:28]=[CH:27][C:26]([C:23]2[CH2:22][C:21]([C:16]3[CH:17]=[C:18]([Cl:20])[CH:19]=[C:14]([Cl:13])[CH:15]=3)([C:34]([F:36])([F:35])[F:37])[O:25][N:24]=2)=[CH:32][C:30]=1[NH:31][C:5](=[O:4])[O:6][C:43]([CH3:49])([CH3:48])[CH3:44]. (5) Given the reactants CCN(CC)CC.[C:8]([O:12][C:13](=O)CC)(=[O:11])[CH2:9][CH3:10].CN([C:20]1[CH:25]=[CH:24][CH:23]=[CH:22]N=1)C.C(C(CC)C=O)C, predict the reaction product. The product is: [C:8]([O:12][CH:13]=[C:24]([CH2:25][CH3:20])[CH2:23][CH3:22])(=[O:11])[CH2:9][CH3:10].